This data is from Full USPTO retrosynthesis dataset with 1.9M reactions from patents (1976-2016). The task is: Predict the reactants needed to synthesize the given product. (1) Given the product [Br:1][C:2]1[C:3]([N:18]2[CH2:23][CH2:22][CH:21]([C:24]3[CH:29]=[CH:28][CH:27]=[CH:26][CH:25]=3)[CH2:20][CH2:19]2)=[C:4]([C@H:10]([O:17][C:4]([CH3:10])([CH3:5])[CH3:3])[C:11]([O:13][CH:14]([CH3:16])[CH3:15])=[O:12])[C:5]([CH3:9])=[N:6][C:7]=1[CH3:8], predict the reactants needed to synthesize it. The reactants are: [Br:1][C:2]1[C:3]([N:18]2[CH2:23][CH2:22][CH:21]([C:24]3[CH:29]=[CH:28][CH:27]=[CH:26][CH:25]=3)[CH2:20][CH2:19]2)=[C:4]([C@H:10]([OH:17])[C:11]([O:13][CH:14]([CH3:16])[CH3:15])=[O:12])[C:5]([CH3:9])=[N:6][C:7]=1[CH3:8]. (2) Given the product [NH2:36][C:12](=[O:13])[CH2:11][CH2:10][C@@H:9]([NH:8][C:6](=[O:7])[O:5][C:1]([CH3:2])([CH3:4])[CH3:3])[C@@H:15]([O:26][Si:27]([C:30]([CH3:32])([CH3:33])[CH3:31])([CH3:28])[CH3:29])[C:16]1[CH:17]=[CH:18][C:19]([C:22]([F:24])([F:23])[F:25])=[CH:20][CH:21]=1, predict the reactants needed to synthesize it. The reactants are: [C:1]([O:5][C:6]([NH:8][C@@H:9]([C@@H:15]([O:26][Si:27]([C:30]([CH3:33])([CH3:32])[CH3:31])([CH3:29])[CH3:28])[C:16]1[CH:21]=[CH:20][C:19]([C:22]([F:25])([F:24])[F:23])=[CH:18][CH:17]=1)[CH2:10][CH2:11][C:12](O)=[O:13])=[O:7])([CH3:4])([CH3:3])[CH3:2].Cl.C[N:36](C)CCCN=C=NCC.ON1C2C=CC=CC=2N=N1.[Cl-].[NH4+].CN1CCOCC1. (3) Given the product [OH:41][C@@H:39]([C@H:10]1[O:11][C@H:12]([OH:31])[C@@H:13]([OH:23])[C@@H:14]([OH:15])[C@@H:9]1[OH:8])[CH3:40], predict the reactants needed to synthesize it. The reactants are: C([O:8][C@H:9]1[C@H:14]([O:15]CC2C=CC=CC=2)[C@H:13]([O:23]CC2C=CC=CC=2)[C@@H:12]([O:31]CC2C=CC=CC=2)[O:11][C@@H:10]1[C@H:39]([OH:41])[CH3:40])C1C=CC=CC=1.C(O)(=O)C.[H][H]. (4) Given the product [NH2:28][C:27]1[N:29]=[C:6]([C:2]2[O:1][CH:5]=[CH:4][CH:3]=2)[C:7]([C:8]2[CH:9]=[CH:10][C:11](=[O:15])[N:12]([CH3:14])[CH:13]=2)=[CH:17][N:26]=1, predict the reactants needed to synthesize it. The reactants are: [O:1]1[CH:5]=[CH:4][CH:3]=[C:2]1[C:6](=O)[CH2:7][C:8]1[CH:9]=[CH:10][C:11](=[O:15])[N:12]([CH3:14])[CH:13]=1.[CH3:17]OC(OC)N(C)C.Cl.[NH2:26][C:27]([NH2:29])=[NH:28].N12CCCN=C1CCCCC2. (5) The reactants are: NS(N)(=O)=O.Cl[CH2:7][CH2:8][S:9]([N:12]1[CH2:17][CH2:16][CH:15]([C:18]2[C:26]3[C:21](=[C:22]([C:32]([NH2:34])=[O:33])[CH:23]=[C:24]([C:27]4[CH:31]=[CH:30][S:29][CH:28]=4)[CH:25]=3)[NH:20][CH:19]=2)[CH2:14][CH2:13]1)(=[O:11])=[O:10].[NH2:35][CH:36]1[CH2:41][CH2:40][CH:39]([OH:42])[CH2:38][CH2:37]1.C([O-])([O-])=O.[K+].[K+].[Na+].[I-]. Given the product [OH:42][CH:39]1[CH2:40][CH2:41][CH:36]([NH:35][CH2:7][CH2:8][S:9]([N:12]2[CH2:17][CH2:16][CH:15]([C:18]3[C:26]4[C:21](=[C:22]([C:32]([NH2:34])=[O:33])[CH:23]=[C:24]([C:27]5[CH:31]=[CH:30][S:29][CH:28]=5)[CH:25]=4)[NH:20][CH:19]=3)[CH2:14][CH2:13]2)(=[O:11])=[O:10])[CH2:37][CH2:38]1, predict the reactants needed to synthesize it.